Dataset: Forward reaction prediction with 1.9M reactions from USPTO patents (1976-2016). Task: Predict the product of the given reaction. (1) The product is: [C:8]1([C@H:5]([OH:7])[CH3:6])[CH:13]=[CH:12][CH:11]=[CH:10][CH:9]=1. Given the reactants C([O-])=O.[K+].[C:5]([C:8]1[CH:13]=[CH:12][CH:11]=[CH:10][CH:9]=1)(=[O:7])[CH3:6], predict the reaction product. (2) Given the reactants [CH:1]1([C:4]2[C:5]([N+:19]([O-:21])=[O:20])=[C:6]3[C:11](=[CH:12][CH:13]=2)[C:10](=[O:14])[N:9]([C@H:15]([CH3:18])[CH2:16][OH:17])[CH:8]=[CH:7]3)[CH2:3][CH2:2]1.[C:22](OC(=O)C)(=[O:24])[CH3:23].N1C=CC=CC=1.C(Cl)Cl, predict the reaction product. The product is: [C:22]([O:17][CH2:16][C@H:15]([N:9]1[CH:8]=[CH:7][C:6]2[C:11](=[CH:12][CH:13]=[C:4]([CH:1]3[CH2:3][CH2:2]3)[C:5]=2[N+:19]([O-:21])=[O:20])[C:10]1=[O:14])[CH3:18])(=[O:24])[CH3:23].